Predict the product of the given reaction. From a dataset of Forward reaction prediction with 1.9M reactions from USPTO patents (1976-2016). (1) Given the reactants C([O:4][CH2:5][CH3:6])(=O)C.[C:7]([C:9]1[CH:14]=[CH:13][N:12]=[CH:11][CH:10]=1)#[N:8].C[Si]([N-][Si](C)(C)C)(C)C.[K+].[CH3:25][S:26]N=C=O.IC.[CH3:32][N:33]([CH3:36])C=O, predict the reaction product. The product is: [CH3:32][N:33]1[C:5](=[O:4])[CH:6]=[C:7]([C:9]2[CH:14]=[CH:13][N:12]=[CH:11][CH:10]=2)[N:8]=[C:36]1[S:26][CH3:25]. (2) The product is: [CH2:24]([N:31]1[CH:35]=[C:34]([C:36]([O:38][CH2:39][CH3:40])=[O:37])[C:33]([O:41][CH2:2][C:3]2[CH:4]=[CH:5][C:6]([O:22][CH3:23])=[C:7]([O:8][CH2:9][C:10]3[N:11]=[C:12]([C:16]4[O:17][CH:18]=[CH:19][CH:20]=4)[O:13][C:14]=3[CH3:15])[CH:21]=2)=[N:32]1)[C:25]1[CH:26]=[CH:27][CH:28]=[CH:29][CH:30]=1. Given the reactants Cl[CH2:2][C:3]1[CH:4]=[CH:5][C:6]([O:22][CH3:23])=[C:7]([CH:21]=1)[O:8][CH2:9][C:10]1[N:11]=[C:12]([C:16]2[O:17][CH:18]=[CH:19][CH:20]=2)[O:13][C:14]=1[CH3:15].[CH2:24]([N:31]1[CH:35]=[C:34]([C:36]([O:38][CH2:39][CH3:40])=[O:37])[C:33]([OH:41])=[N:32]1)[C:25]1[CH:30]=[CH:29][CH:28]=[CH:27][CH:26]=1.C(=O)([O-])[O-].[K+].[K+].CN(C)C=O, predict the reaction product. (3) Given the reactants [CH3:1][O:2][C:3]([C:5]1[CH:6]=[C:7]2[C:12](=[CH:13][CH:14]=1)[NH:11][CH:10]([C:15]1[CH:20]=[CH:19][CH:18]=[C:17]([O:21][CH3:22])[CH:16]=1)[C:9]([CH3:24])([CH3:23])[CH:8]2O)=[O:4].C([SiH](CC)CC)C.FC(F)(F)C(O)=O, predict the reaction product. The product is: [CH3:1][O:2][C:3]([C:5]1[CH:6]=[C:7]2[C:12](=[CH:13][CH:14]=1)[NH:11][CH:10]([C:15]1[CH:20]=[CH:19][CH:18]=[C:17]([O:21][CH3:22])[CH:16]=1)[C:9]([CH3:24])([CH3:23])[CH2:8]2)=[O:4]. (4) Given the reactants Br[C:2]1[CH:7]=[C:6]([C:8]([O:10]C)=O)[C:5]([O:12][CH2:13][CH3:14])=[CH:4][C:3]=1[C:15]1[CH:20]=[CH:19][C:18]([F:21])=[CH:17][CH:16]=1.[CH:22]1(B(O)O)[CH2:24][CH2:23]1.C1(P(C2CCCCC2)C2C=CC=CC=2C2C(OC)=CC=CC=2OC)CCCCC1.C(=O)([O-])[O-].[Na+].[Na+], predict the reaction product. The product is: [CH:22]1([C:2]2[CH:7]=[C:6]([CH2:8][OH:10])[C:5]([O:12][CH2:13][CH3:14])=[CH:4][C:3]=2[C:15]2[CH:20]=[CH:19][C:18]([F:21])=[CH:17][CH:16]=2)[CH2:24][CH2:23]1.